This data is from Forward reaction prediction with 1.9M reactions from USPTO patents (1976-2016). The task is: Predict the product of the given reaction. (1) Given the reactants C[O:2][C:3](=[O:30])[CH2:4][CH2:5][C:6]1[CH:11]=[CH:10][C:9]([O:12][CH2:13][CH2:14][C@H:15]([O:17][C:18]2[CH:23]=[CH:22][C:21]([C:24]([F:27])([F:26])[F:25])=[CH:20][C:19]=2Br)[CH3:16])=[CH:8][C:7]=1[CH3:29].[C:31]1([OH:37])[CH:36]=[CH:35][CH:34]=[CH:33][CH:32]=1.C(=O)([O-])[O-].[Cs+].[Cs+].CC(C)(C(=O)CC(=O)C(C)(C)C)C.[OH-].[Na+], predict the reaction product. The product is: [CH3:29][C:7]1[CH:8]=[C:9]([O:12][CH2:13][CH2:14][C@H:15]([O:17][C:18]2[CH:23]=[CH:22][C:21]([C:24]([F:26])([F:25])[F:27])=[CH:20][C:19]=2[O:37][C:31]2[CH:36]=[CH:35][CH:34]=[CH:33][CH:32]=2)[CH3:16])[CH:10]=[CH:11][C:6]=1[CH2:5][CH2:4][C:3]([OH:2])=[O:30]. (2) Given the reactants [OH-].[Na+].C(O)C.[CH2:6]([NH:13][C:14]1[CH:23]=[CH:22][C:17]([C:18]([O:20]C)=[O:19])=[C:16]([NH:24][C:25]2[CH:30]=[CH:29][C:28]([F:31])=[CH:27][CH:26]=2)[CH:15]=1)[C:7]1[CH:12]=[CH:11][CH:10]=[CH:9][CH:8]=1.[Cl-].[Na+], predict the reaction product. The product is: [CH2:6]([NH:13][C:14]1[CH:23]=[CH:22][C:17]([C:18]([OH:20])=[O:19])=[C:16]([NH:24][C:25]2[CH:26]=[CH:27][C:28]([F:31])=[CH:29][CH:30]=2)[CH:15]=1)[C:7]1[CH:8]=[CH:9][CH:10]=[CH:11][CH:12]=1. (3) Given the reactants [C:1]([O:4][CH2:5][C:6]1[C:11]([N:12]2[CH2:24]CC3N4C(CCCC4)=CC=3[C:13]2=[O:25])=[CH:10][C:9]([F:26])=[CH:8][C:7]=1[C:27]1[CH:32]=[C:31]([NH:33][C:34]2[CH:39]=[CH:38][C:37]([N:40]3[CH2:45][CH2:44][N:43]([CH:46]4[CH2:49][O:48][CH2:47]4)[CH2:42][C@@H:41]3[CH3:50])=[CH:36][N:35]=2)[C:30](=[O:51])[N:29]([CH3:52])[CH:28]=1)(=[O:3])[CH3:2].C(OCC1C(B2OC(C)(C)C(C)(C)O2)=CC=CC=1N1C[CH2:83][N:82]2[C:75](=[CH:76][C:77]3[CH2:78][C:79]([CH3:86])([CH3:85])[CH2:80][C:81]=32)C1=O)(=O)C.BrC1C=C(NC2C=CC(N3CCN(C4COC4)C[C@@H]3C)=CN=2)C(=O)N(C)C=1, predict the reaction product. The product is: [C:1]([O:4][CH2:5][C:6]1[C:7]([C:27]2[CH:32]=[C:31]([NH:33][C:34]3[CH:39]=[CH:38][C:37]([N:40]4[CH2:45][CH2:44][N:43]([CH:46]5[CH2:47][O:48][CH2:49]5)[CH2:42][C@@H:41]4[CH3:50])=[CH:36][N:35]=3)[C:30](=[O:51])[N:29]([CH3:52])[CH:28]=2)=[CH:8][C:9]([F:26])=[CH:10][C:11]=1[N:12]1[CH2:24][CH2:83][N:82]2[C:75](=[CH:76][C:77]3[CH2:78][C:79]([CH3:86])([CH3:85])[CH2:80][C:81]=32)[C:13]1=[O:25])(=[O:3])[CH3:2]. (4) The product is: [ClH:1].[Cl:1][C:2]1[CH:21]=[CH:20][C:19]([CH2:22][C@@H:23]([OH:24])[CH2:25][NH:28][CH2:26][CH3:27])=[CH:18][C:3]=1[C:4]([NH:6][CH2:7][C:8]12[CH2:15][CH:14]3[CH2:16][CH:10]([CH2:11][CH:12]([CH2:13]3)[CH2:17]1)[CH2:9]2)=[O:5]. Given the reactants [Cl:1][C:2]1[CH:21]=[CH:20][C:19]([CH2:22][C@@H:23]2[CH2:25][O:24]2)=[CH:18][C:3]=1[C:4]([NH:6][CH2:7][C:8]12[CH2:17][CH:12]3[CH2:13][CH:14]([CH2:16][CH:10]([CH2:11]3)[CH2:9]1)[CH2:15]2)=[O:5].[CH2:26]([NH2:28])[CH3:27].Cl, predict the reaction product. (5) The product is: [NH2:21][C@@H:19]([CH3:20])[CH2:18][N:13]1[CH:12]=[C:11]([C:15]#[N:16])[C:10]([C:4]2[CH:5]=[CH:6][C:7]([C:8]#[N:9])=[C:2]([Cl:1])[CH:3]=2)=[N:14]1. Given the reactants [Cl:1][C:2]1[CH:3]=[C:4]([C:10]2[NH:14][N:13]=[CH:12][C:11]=2[C:15]#[N:16])[CH:5]=[CH:6][C:7]=1[C:8]#[N:9].O[CH2:18][C@@H:19]([NH:21]C(=O)OC(C)(C)C)[CH3:20].C1(P(C2C=CC=CC=2)C2C=CC=CC=2)C=CC=CC=1.N(C(OC(C)(C)C)=O)=NC(OC(C)(C)C)=O, predict the reaction product. (6) The product is: [CH3:11][C:12]1[C:16]2[C:15](=[N:17][C:2]3[C:3]([C:8]=2[CH3:9])=[CH:4][CH:5]=[CH:6][CH:7]=3)[N:14]([C:18]2[CH:23]=[CH:22][CH:21]=[CH:20][N:36]=2)[N:13]=1. Given the reactants Br[C:2]1[CH:7]=[CH:6][CH:5]=[CH:4][C:3]=1[C:8](=O)[CH3:9].[CH3:11][C:12]1[CH:16]=[C:15]([NH2:17])[N:14]([C:18]2[CH:23]=[CH:22][CH:21]=[CH:20]C=2)[N:13]=1.C(=O)([O-])[O-].[K+].[K+].C(=O)(O)[O-].[Na+].C[N:36](C)C=O, predict the reaction product.